Dataset: Forward reaction prediction with 1.9M reactions from USPTO patents (1976-2016). Task: Predict the product of the given reaction. (1) Given the reactants C([O:5][C:6](=[O:36])[CH2:7][O:8][C:9]1[C:14]2[CH2:15][CH2:16][CH2:17][CH2:18][CH:19]([N:20]([S:22]([C:25]3[CH:30]=[C:29]([C:31]([F:34])([F:33])[F:32])[CH:28]=[C:27](F)[CH:26]=3)(=[O:24])=[O:23])[CH3:21])[C:13]=2[CH:12]=[CH:11][CH:10]=1)(C)(C)C.[CH3:37][O-:38].[Na+], predict the reaction product. The product is: [CH3:37][O:38][C:27]1[CH:26]=[C:25]([S:22]([N:20]([CH3:21])[CH:19]2[C:13]3[CH:12]=[CH:11][CH:10]=[C:9]([O:8][CH2:7][C:6]([OH:36])=[O:5])[C:14]=3[CH2:15][CH2:16][CH2:17][CH2:18]2)(=[O:23])=[O:24])[CH:30]=[C:29]([C:31]([F:33])([F:34])[F:32])[CH:28]=1. (2) Given the reactants [F:1][C:2]1[CH:7]=[C:6]([CH3:8])[C:5]([S:9][CH2:10][C:11]([F:14])([F:13])[F:12])=[CH:4][C:3]=1[N:15]1[C:19]([NH:20][CH2:21][C:22]#[CH:23])=[CH:18][C:17]([O:24][CH2:25][C:26]([F:32])([F:31])[C:27]([F:30])([F:29])[F:28])=[N:16]1.ClC1C=CC=C(C(OO)=[O:41])C=1, predict the reaction product. The product is: [F:1][C:2]1[CH:7]=[C:6]([CH3:8])[C:5]([S:9]([CH2:10][C:11]([F:12])([F:13])[F:14])=[O:41])=[CH:4][C:3]=1[N:15]1[C:19]([NH:20][CH2:21][C:22]#[CH:23])=[CH:18][C:17]([O:24][CH2:25][C:26]([F:31])([F:32])[C:27]([F:28])([F:29])[F:30])=[N:16]1. (3) The product is: [CH3:1][N:2]1[CH2:6][CH2:5][CH2:4][C@@H:3]1[O:7][C:8](=[O:19])[N:9]([CH3:18])[C:10]1[CH:15]=[CH:14][C:13]([F:16])=[CH:12][C:11]=1[C:23]1[CH:24]=[C:25]([CH3:27])[CH:26]=[C:21]([CH3:20])[CH:22]=1. Given the reactants [CH3:1][N:2]1[CH2:6][CH2:5][CH2:4][C@@H:3]1[O:7][C:8](=[O:19])[N:9]([CH3:18])[C:10]1[CH:15]=[CH:14][C:13]([F:16])=[CH:12][C:11]=1Br.[CH3:20][C:21]1[CH:22]=[C:23](B(O)O)[CH:24]=[C:25]([CH3:27])[CH:26]=1.C(=O)([O-])[O-].[Na+].[Na+], predict the reaction product. (4) Given the reactants Br[C:2]1[CH:3]=[C:4]([CH:8]2[O:12][CH2:11][CH2:10][O:9]2)[S:5][C:6]=1[CH3:7].[Li]CCCC.CCCCCC.[Cl:24][C:25]1[CH:26]=[C:27](/[CH:31]=[N:32]/[S:33]([C:35]([CH3:38])([CH3:37])[CH3:36])=[O:34])[CH:28]=[CH:29][CH:30]=1, predict the reaction product. The product is: [Cl:24][C:25]1[CH:26]=[C:27]([CH:31]([C:2]2[CH:3]=[C:4]([CH:8]3[O:12][CH2:11][CH2:10][O:9]3)[S:5][C:6]=2[CH3:7])[NH:32][S:33]([C:35]([CH3:38])([CH3:37])[CH3:36])=[O:34])[CH:28]=[CH:29][CH:30]=1. (5) Given the reactants [CH3:1][C:2]([O:5][C:6]([N:8]1[CH2:13][CH2:12][NH:11][CH:10]([C:14]([OH:27])([C:21]2[CH:26]=[CH:25][CH:24]=[CH:23][CH:22]=2)[C:15]2[CH:20]=[CH:19][CH:18]=[CH:17][CH:16]=2)[CH2:9]1)=[O:7])([CH3:4])[CH3:3].[C:28](=O)([O-])[O-:29].[K+].[K+].C(Cl)(=O)OCC, predict the reaction product. The product is: [CH3:4][C:2]([O:5][C:6]([N:8]1[CH2:13][CH2:12][N:11]2[C:28](=[O:29])[O:27][C:14]([C:15]3[CH:16]=[CH:17][CH:18]=[CH:19][CH:20]=3)([C:21]3[CH:22]=[CH:23][CH:24]=[CH:25][CH:26]=3)[CH:10]2[CH2:9]1)=[O:7])([CH3:1])[CH3:3]. (6) Given the reactants Cl[C:2]1[C:7]([NH:8][CH3:9])=[CH:6][CH:5]=[C:4]([C:10]([F:13])([F:12])[F:11])[N:3]=1.C(CC(=O)C)(=O)C.C(=O)([O-])[O-].[Cs+].[Cs+].[NH3:27].[Cl-].[NH4+], predict the reaction product. The product is: [CH3:9][NH:8][C:7]1[C:2]([NH2:27])=[N:3][C:4]([C:10]([F:13])([F:12])[F:11])=[CH:5][CH:6]=1. (7) Given the reactants [NH2:1][CH2:2][C:3]1[CH:12]=[CH:11][C:6]([C:7]([O:9][CH3:10])=[O:8])=[CH:5][CH:4]=1.[Cl:13][C:14]1[CH:22]=[CH:21][C:17]([C:18](Cl)=[O:19])=[CH:16][CH:15]=1, predict the reaction product. The product is: [Cl:13][C:14]1[CH:22]=[CH:21][C:17]([C:18]([NH:1][CH2:2][C:3]2[CH:4]=[CH:5][C:6]([C:7]([O:9][CH3:10])=[O:8])=[CH:11][CH:12]=2)=[O:19])=[CH:16][CH:15]=1.